The task is: Predict the reactants needed to synthesize the given product.. This data is from Full USPTO retrosynthesis dataset with 1.9M reactions from patents (1976-2016). (1) Given the product [CH2:29]([N:26]1[CH2:27][CH2:28][CH:23]([N:11]2[CH:10]=[N:9][C:8]3[C:12]2=[N:13][C:14]([C:16]2[CH:17]=[C:18]([OH:22])[CH:19]=[N:20][CH:21]=2)=[N:15][C:7]=3[N:1]2[CH2:2][CH2:3][O:4][CH2:5][CH2:6]2)[CH2:24][CH2:25]1)[C:30]1[CH:35]=[CH:34][CH:33]=[CH:32][CH:31]=1, predict the reactants needed to synthesize it. The reactants are: [N:1]1([C:7]2[N:15]=[C:14]([C:16]3[CH:17]=[C:18]([OH:22])[CH:19]=[N:20][CH:21]=3)[N:13]=[C:12]3[C:8]=2[N:9]=[CH:10][N:11]3[CH:23]2[CH2:28][CH2:27][NH:26][CH2:25][CH2:24]2)[CH2:6][CH2:5][O:4][CH2:3][CH2:2]1.[CH:29](=O)[C:30]1[CH:35]=[CH:34][CH:33]=[CH:32][CH:31]=1. (2) Given the product [CH:50]1([N:49]([C@H:46]([C:40]2[CH:41]=[CH:42][CH:43]=[CH:44][CH:45]=2)[CH:47]=[CH2:48])[C:13](=[O:15])[C@H:12]([N:3]2[C:4](=[O:11])[C:5]3[C:10](=[CH:9][CH:8]=[CH:7][CH:6]=3)[C:2]2=[O:1])[CH2:16][CH:17]=[CH2:18])[CH2:54][CH2:53][CH2:52][CH2:51]1, predict the reactants needed to synthesize it. The reactants are: [O:1]=[C:2]1[C:10]2[C:5](=[CH:6][CH:7]=[CH:8][CH:9]=2)[C:4](=[O:11])[N:3]1[C@@H:12]([CH2:16][CH:17]=[CH2:18])[C:13]([OH:15])=O.CCN=C=NCCCN(C)C.Cl.CC1C=CN=C(N)C=1C.[C:40]1([C@@H:46]([NH:49][CH:50]2[CH2:54][CH2:53][CH2:52][CH2:51]2)[CH:47]=[CH2:48])[CH:45]=[CH:44][CH:43]=[CH:42][CH:41]=1. (3) Given the product [C:44]1([N:53]2[CH2:54][CH:55]([C:56]([O:58][CH2:59][CH3:60])=[O:57])[O:50][C:51]3[CH:64]=[CH:63][CH:62]=[CH:61][C:52]2=3)[CH:49]=[CH:48][CH:47]=[CH:46][CH:45]=1, predict the reactants needed to synthesize it. The reactants are: CC1(C)C2C(=C(P(C3C=CC=CC=3)C3C=CC=CC=3)C=CC=2)OC2C(P(C3C=CC=CC=3)C3C=CC=CC=3)=CC=CC1=2.Br[C:44]1[CH:49]=[CH:48][CH:47]=[CH:46][CH:45]=1.[O:50]1[CH:55]([C:56]([O:58][CH2:59][CH3:60])=[O:57])[CH2:54][NH:53][C:52]2[CH:61]=[CH:62][CH:63]=[CH:64][C:51]1=2.C(=O)([O-])[O-].[Cs+].[Cs+]. (4) Given the product [CH2:1]([O:8][C:9]1[C:14]([OH:15])=[CH:13][C:12]([C:23]2[CH:28]=[CH:27][CH:26]=[C:25]([N:29]3[C:30]([CH3:35])=[CH:31][CH:32]=[C:33]3[CH3:34])[N:24]=2)=[C:11]([O:36][CH3:37])[CH:10]=1)[C:2]1[CH:7]=[CH:6][CH:5]=[CH:4][CH:3]=1, predict the reactants needed to synthesize it. The reactants are: [CH2:1]([O:8][C:9]1[C:14]([O:15][Si](C(C)(C)C)(C)C)=[CH:13][C:12]([C:23]2[CH:28]=[CH:27][CH:26]=[C:25]([N:29]3[C:33]([CH3:34])=[CH:32][CH:31]=[C:30]3[CH3:35])[N:24]=2)=[C:11]([O:36][CH3:37])[CH:10]=1)[C:2]1[CH:7]=[CH:6][CH:5]=[CH:4][CH:3]=1.[F-].[K+].Br.Cl. (5) Given the product [CH3:1][O:2][C:3]1[CH:4]=[CH:5][C:6]([CH2:7][NH:8][C:16]2[N:17]=[CH:18][S:19][CH:20]=2)=[CH:21][CH:22]=1, predict the reactants needed to synthesize it. The reactants are: [CH3:1][O:2][C:3]1[CH:22]=[CH:21][C:6]([CH2:7][N:8]([C:16]2[N:17]=[CH:18][S:19][CH:20]=2)C(=O)OC(C)(C)C)=[CH:5][CH:4]=1.[Al](Cl)(C)C. (6) Given the product [CH:1]1([C:7]2[C:15]3[C:10](=[CH:11][C:12]([C:16]([OH:18])=[O:17])=[CH:13][CH:14]=3)[N:9]([CH2:19][C:20]([N:22]3[CH2:27][CH2:26][O:25][CH2:24][CH2:23]3)=[O:21])[C:8]=2[C:28]2[CH:33]=[CH:32][C:31]([C:34]3[S:72][C:37]([CH3:38])=[CH:36][CH:35]=3)=[CH:30][CH:29]=2)[CH2:6][CH2:5][CH2:4][CH2:3][CH2:2]1, predict the reactants needed to synthesize it. The reactants are: [CH:1]1([C:7]2[C:15]3[C:10](=[CH:11][C:12]([C:16]([OH:18])=[O:17])=[CH:13][CH:14]=3)[N:9]([CH2:19][C:20]([N:22]3[CH2:27][CH2:26][O:25][CH2:24][CH2:23]3)=[O:21])[C:8]=2[C:28]2[CH:33]=[CH:32][C:31]([C:34]3C=[CH:38][C:37](N(C)C)=[CH:36][CH:35]=3)=[CH:30][CH:29]=2)[CH2:6][CH2:5][CH2:4][CH2:3][CH2:2]1.COC(C1C=C2C(C(C3CCCCC3)=C(C3C=CC(O[S:72](C(F)(F)F)(=O)=O)=CC=3)N2CC(N2CCOCC2)=O)=CC=1)=O.CC1SC(B(O)O)=CC=1.